Dataset: Forward reaction prediction with 1.9M reactions from USPTO patents (1976-2016). Task: Predict the product of the given reaction. (1) Given the reactants N1C2C(=CC=CC=2)C(CC(=O)C(O)=O)=C1.[OH-].[Na+].Cl.C([O-])(=O)C(C)=O.[Na+].N[C@@H](C(O)=O)C.CC1C(O)=C(C=O)C(COP(O)(O)=O)=CN=1.[CH:48]1[CH:53]=[C:52]2[C:54]([CH2:57][C@@:58]([OH:68])([C:65]([OH:67])=[O:66])[CH2:59][C@@H:60]([NH2:64])[C:61]([OH:63])=[O:62])=[CH:55][NH:56][C:51]2=[CH:50][CH:49]=1, predict the reaction product. The product is: [CH:48]1[CH:53]=[C:52]2[C:54]([CH2:57][C@@:58]([OH:68])([C:65]([OH:67])=[O:66])[CH2:59][C@H:60]([NH2:64])[C:61]([OH:63])=[O:62])=[CH:55][NH:56][C:51]2=[CH:50][CH:49]=1. (2) The product is: [Cl:1][C:2]1[CH:3]=[CH:4][C:5]2[N:11]3[C:12]([C:15]([F:17])([F:18])[F:16])=[N:13][N:14]=[C:10]3[C@@H:9]([CH2:19][C:20]([OH:22])=[O:21])[S:8][C@H:7]([C:26]3[C:35]4[C:30](=[CH:31][CH:32]=[CH:33][CH:34]=4)[CH:29]=[CH:28][CH:27]=3)[C:6]=2[CH:36]=1. Given the reactants [Cl:1][C:2]1[CH:3]=[CH:4][C:5]2[N:11]3[C:12]([C:15]([F:18])([F:17])[F:16])=[N:13][N:14]=[C:10]3[C@@H:9]([CH2:19][C:20]([O:22]C(C)C)=[O:21])[S:8][C@H:7]([C:26]3[C:35]4[C:30](=[CH:31][CH:32]=[CH:33][CH:34]=4)[CH:29]=[CH:28][CH:27]=3)[C:6]=2[CH:36]=1.Cl, predict the reaction product. (3) Given the reactants [C:1]([O:5][C:6](=[O:23])[NH:7][CH:8]([C:15]1[CH:20]=[CH:19][C:18]([Cl:21])=[C:17]([Cl:22])[CH:16]=1)[C:9](=[O:14])N(OC)C)([CH3:4])([CH3:3])[CH3:2].Br[C:25]1[CH:30]=[CH:29][C:28]([O:31][CH:32]([CH3:34])[CH3:33])=[CH:27][N:26]=1, predict the reaction product. The product is: [C:1]([O:5][C:6](=[O:23])[NH:7][CH:8]([C:15]1[CH:20]=[CH:19][C:18]([Cl:21])=[C:17]([Cl:22])[CH:16]=1)[C:9]([C:25]1[CH:30]=[CH:29][C:28]([O:31][CH:32]([CH3:34])[CH3:33])=[CH:27][N:26]=1)=[O:14])([CH3:2])([CH3:3])[CH3:4].